From a dataset of Full USPTO retrosynthesis dataset with 1.9M reactions from patents (1976-2016). Predict the reactants needed to synthesize the given product. (1) Given the product [CH3:22][N:20]1[CH:21]=[C:17]([C:14]2[CH:15]=[C:16]3[C:8]([C:6]4[N:7]=[C:2]([N:29]5[CH2:34][CH2:33][CH2:32][C@@H:31]([NH2:35])[CH2:30]5)[CH:3]=[CH:4][CH:5]=4)=[N:9][NH:10][C:11]3=[CH:12][N:13]=2)[CH:18]=[N:19]1, predict the reactants needed to synthesize it. The reactants are: F[C:2]1[N:7]=[C:6]([C:8]2[C:16]3[C:11](=[CH:12][N:13]=[C:14]([C:17]4[CH:18]=[N:19][N:20]([CH3:22])[CH:21]=4)[CH:15]=3)[N:10](C3CCCCO3)[N:9]=2)[CH:5]=[CH:4][CH:3]=1.[NH:29]1[CH2:34][CH2:33][CH2:32][C@@H:31]([NH:35]C(=O)OC(C)(C)C)[CH2:30]1. (2) The reactants are: C(=O)(O)[O-].[Na+].Br[C:7]1[CH:12]=[CH:11][C:10]([C:13]2[N:17]=[C:16]([C@@H:18]3[CH2:22][CH2:21][CH2:20][N:19]3[C:23]([O:25][C:26]([CH3:29])([CH3:28])[CH3:27])=[O:24])[O:15][N:14]=2)=[CH:9][CH:8]=1.CC1(C)C(C)(C)OB([C:38]2[CH:43]=[CH:42][C:41]([C:44]3[NH:48][C:47]([C@@H:49]4[CH2:53][CH2:52][CH2:51][N:50]4[C:54]([O:56][C:57]([CH3:60])([CH3:59])[CH3:58])=[O:55])=[N:46][CH:45]=3)=[CH:40][CH:39]=2)O1. Given the product [C:26]([O:25][C:23]([N:19]1[CH2:20][CH2:21][CH2:22][C@H:18]1[C:16]1[O:15][N:14]=[C:13]([C:10]2[CH:11]=[CH:12][C:7]([C:38]3[CH:39]=[CH:40][C:41]([C:44]4[N:48]=[C:47]([C@@H:49]5[CH2:53][CH2:52][CH2:51][N:50]5[C:54]([O:56][C:57]([CH3:60])([CH3:59])[CH3:58])=[O:55])[NH:46][CH:45]=4)=[CH:42][CH:43]=3)=[CH:8][CH:9]=2)[N:17]=1)=[O:24])([CH3:29])([CH3:28])[CH3:27], predict the reactants needed to synthesize it.